This data is from Full USPTO retrosynthesis dataset with 1.9M reactions from patents (1976-2016). The task is: Predict the reactants needed to synthesize the given product. (1) The reactants are: Cl[C:2]1[C:11]2[C:6](=[CH:7][CH:8]=[C:9]([S:12]([CH3:15])(=[O:14])=[O:13])[CH:10]=2)[CH:5]=[N:4][CH:3]=1.[CH3:16][N:17]1[CH:21]=[C:20]([C:22]2[CH:27]=[CH:26][C:25](B3OC(C)(C)C(C)(C)O3)=[CH:24][CH:23]=2)[CH:19]=[N:18]1.C(=O)([O-])[O-].[Na+].[Na+].O. Given the product [CH3:15][S:12]([C:9]1[CH:10]=[C:11]2[C:6](=[CH:7][CH:8]=1)[CH:5]=[N:4][CH:3]=[C:2]2[C:25]1[CH:24]=[CH:23][C:22]([C:20]2[CH:19]=[N:18][N:17]([CH3:16])[CH:21]=2)=[CH:27][CH:26]=1)(=[O:14])=[O:13], predict the reactants needed to synthesize it. (2) Given the product [Br:23][C:21]1[S:22][C:15]2[C:16](=[N:17][CH:18]=[CH:19][C:14]=2[Cl:13])[CH:20]=1, predict the reactants needed to synthesize it. The reactants are: C(NC(C)C)(C)C.C([Li])CCC.[Cl:13][C:14]1[CH:19]=[CH:18][N:17]=[C:16]2[CH:20]=[CH:21][S:22][C:15]=12.[Br:23]C(F)(F)C(Br)(F)F. (3) Given the product [CH2:1]([NH:8][C:9]([C:11]1[S:15][C:14]([N:16]2[CH:29]([OH:30])[CH2:28][N:19]([CH2:20][C:21]3[CH:26]=[CH:25][C:24]([F:27])=[CH:23][CH:22]=3)[C:17]2=[O:18])=[N:13][C:12]=1[CH3:34])=[O:10])[C:2]1[CH:7]=[CH:6][CH:5]=[CH:4][CH:3]=1, predict the reactants needed to synthesize it. The reactants are: [CH2:1]([NH:8][C:9]([C:11]1[S:15][C:14]([NH:16][C:17]([N:19]([CH2:28][CH:29](OC)[O:30]C)[CH2:20][C:21]2[CH:26]=[CH:25][C:24]([F:27])=[CH:23][CH:22]=2)=[O:18])=[N:13][C:12]=1[CH3:34])=[O:10])[C:2]1[CH:7]=[CH:6][CH:5]=[CH:4][CH:3]=1.O.FC(F)(F)C(O)=O. (4) Given the product [C:1]([O:4][CH2:5][C@@H:6]1[C@@H:11]([O:12][C:13](=[O:15])[CH3:14])[C@H:10]([O:16][C:17](=[O:19])[CH3:18])[C@H:9]([F:20])[C@@H:8]([O:21][C:22]2[CH:27]=[CH:26][C:25]([C:35]3[CH:36]=[CH:37][CH:38]=[C:33]([C:32](=[O:48])[NH:31][CH3:30])[CH:34]=3)=[CH:24][C:23]=2[CH3:29])[O:7]1)(=[O:3])[CH3:2], predict the reactants needed to synthesize it. The reactants are: [C:1]([O:4][CH2:5][C@@H:6]1[C@@H:11]([O:12][C:13](=[O:15])[CH3:14])[C@H:10]([O:16][C:17](=[O:19])[CH3:18])[C@H:9]([F:20])[C@@H:8]([O:21][C:22]2[CH:27]=[CH:26][C:25](Br)=[CH:24][C:23]=2[CH3:29])[O:7]1)(=[O:3])[CH3:2].[CH3:30][NH:31][C:32](=[O:48])[C:33]1[CH:38]=[CH:37][CH:36]=[C:35](B2OC(C)(C)C(C)(C)O2)[CH:34]=1.C([O-])([O-])=O.[Cs+].[Cs+].